Predict which catalyst facilitates the given reaction. From a dataset of Catalyst prediction with 721,799 reactions and 888 catalyst types from USPTO. (1) Reactant: [F:1][C:2]([F:13])([F:12])[O:3][C:4]1[CH:11]=[CH:10][C:7]([CH:8]=[O:9])=[CH:6][CH:5]=1.[CH3:14][Mg]Br.[NH4+].[Cl-]. Product: [F:1][C:2]([F:12])([F:13])[O:3][C:4]1[CH:11]=[CH:10][C:7]([CH:8]([OH:9])[CH3:14])=[CH:6][CH:5]=1. The catalyst class is: 1. (2) The catalyst class is: 2. Reactant: [CH3:1][N:2]1[C:6]2[C:7](=[O:13])[CH2:8][C:9]([CH3:12])([CH3:11])[CH2:10][C:5]=2[N:4](CC2C=C(OC)C(OC)=C(OC)C=2)[C:3]1=[O:27].S(O)(C(F)(F)F)(=O)=O. Product: [CH3:1][N:2]1[C:6]2[C:7](=[O:13])[CH2:8][C:9]([CH3:12])([CH3:11])[CH2:10][C:5]=2[NH:4][C:3]1=[O:27]. (3) Reactant: [CH2:1]([Cl:8])[C:2]1[CH:7]=[CH:6][CH:5]=[CH:4][CH:3]=1.[N:9]1[CH:14]=[CH:13][C:12]([CH3:15])=[CH:11][CH:10]=1. Product: [Cl-:8].[CH2:1]([N+:9]1[CH:14]=[CH:13][C:12]([CH3:15])=[CH:11][CH:10]=1)[C:2]1[CH:7]=[CH:6][CH:5]=[CH:4][CH:3]=1. The catalyst class is: 10. (4) The catalyst class is: 75. Reactant: [Cl:1][C:2]1[CH:3]=[C:4](B(O)O)[CH:5]=[N:6][CH:7]=1.FC(F)(F)S(O[C:17]1[C@@:21]2([CH3:38])[CH2:22][CH2:23][C@H:24]3[C@H:33]([C@@H:20]2[CH2:19][CH:18]=1)[CH2:32][CH:31]=[C:30]1[C@:25]3([CH3:37])[CH2:26][CH2:27][C:28](=[O:36])[N:29]1[CH2:34][CH3:35])(=O)=O. Product: [Cl:1][C:2]1[CH:3]=[C:4]([C:17]2[C@@:21]3([CH3:38])[CH2:22][CH2:23][C@H:24]4[C@H:33]([C@@H:20]3[CH2:19][CH:18]=2)[CH2:32][CH:31]=[C:30]2[C@:25]4([CH3:37])[CH2:26][CH2:27][C:28](=[O:36])[N:29]2[CH2:34][CH3:35])[CH:5]=[N:6][CH:7]=1. (5) Reactant: [Cl:1][C:2]1[CH:3]=[C:4]([CH:10]=[C:11]([O:14][CH3:15])[C:12]=1[I:13])[C:5](OCC)=[O:6].C1(C)C=CC=CC=1.[H-].C([Al+]CC(C)C)C(C)C.[C@H](O)(C([O-])=O)[C@@H](O)C([O-])=O.[Na+].[K+]. Product: [Cl:1][C:2]1[CH:3]=[C:4]([CH2:5][OH:6])[CH:10]=[C:11]([O:14][CH3:15])[C:12]=1[I:13]. The catalyst class is: 69. (6) Reactant: C(=S)([O-])N.[NH2:5][C:6]([NH:8][C:9]1[CH:10]=[C:11]([CH:17]=[CH:18][CH:19]=1)[C:12]([O:14][CH2:15][CH3:16])=[O:13])=[S:7].Br.NC1SC2C(C(OCC)=O)=CC=CC=2N=1.Br.NC1SC2C=CC(C(OCC)=O)=CC=2N=1. Product: [NH2:5][C:6]1[S:7][C:10]2[C:11]([C:12]([O:14][CH2:15][CH3:16])=[O:13])=[CH:17][CH:18]=[CH:19][C:9]=2[N:8]=1. The catalyst class is: 845. (7) Reactant: C[O:2][C:3]1[CH:17]=[CH:16][C:6]2[C:7]3[C:12]([CH2:13][CH2:14][C:5]=2[CH:4]=1)=[N:11][NH:10][C:9](=[O:15])[CH:8]=3.B(Br)(Br)Br.[NH4+].[Cl-]. The catalyst class is: 2. Product: [OH:2][C:3]1[CH:17]=[CH:16][C:6]2[C:7]3[C:12]([CH2:13][CH2:14][C:5]=2[CH:4]=1)=[N:11][NH:10][C:9](=[O:15])[CH:8]=3.